This data is from Full USPTO retrosynthesis dataset with 1.9M reactions from patents (1976-2016). The task is: Predict the reactants needed to synthesize the given product. The reactants are: [CH3:1][N:2]([CH3:48])[CH2:3][C:4]([N:6]1[C:14]2[C:9](=[CH:10][C:11]([O:46][CH3:47])=[C:12]([NH:15][C:16]3[N:29]4[C:20](=[N:21][C:22]5[C:27]([C:28]4=[O:30])=[C:26]([F:31])[C:25]([F:32])=[CH:24][CH:23]=5)[C:19]4[CH:33]=[CH:34][N:35]([S:36]([C:39]5[CH:44]=[CH:43][C:42]([CH3:45])=[CH:41][CH:40]=5)(=[O:38])=[O:37])[C:18]=4[N:17]=3)[CH:13]=2)[CH2:8][CH2:7]1)=[O:5].[CH3:49][CH:50]([NH2:52])[CH3:51]. Given the product [CH3:1][N:2]([CH3:48])[CH2:3][C:4]([N:6]1[C:14]2[C:9](=[CH:10][C:11]([O:46][CH3:47])=[C:12]([NH:15][C:16]3[N:29]=[C:20]([NH:21][C:22]4[C:27]([C:28]([NH:52][CH:50]([CH3:51])[CH3:49])=[O:30])=[C:26]([F:31])[C:25]([F:32])=[CH:24][CH:23]=4)[C:19]4[CH:33]=[CH:34][N:35]([S:36]([C:39]5[CH:40]=[CH:41][C:42]([CH3:45])=[CH:43][CH:44]=5)(=[O:38])=[O:37])[C:18]=4[N:17]=3)[CH:13]=2)[CH2:8][CH2:7]1)=[O:5], predict the reactants needed to synthesize it.